From a dataset of Full USPTO retrosynthesis dataset with 1.9M reactions from patents (1976-2016). Predict the reactants needed to synthesize the given product. (1) The reactants are: [N:1]1[CH:6]=[CH:5][CH:4]=[CH:3][C:2]=1[CH2:7][O:8][C:9]1[N:14]=[C:13]2[CH2:15][CH2:16][CH2:17][C:12]2=[C:11](B2OC(C)(C)C(C)(C)O2)[CH:10]=1.Br[C:28]1[CH:29]=[C:30]([OH:34])[CH:31]=[N:32][CH:33]=1.C(Cl)Cl.C(=O)([O-])[O-].[K+].[K+]. Given the product [N:1]1[CH:6]=[CH:5][CH:4]=[CH:3][C:2]=1[CH2:7][O:8][C:9]1[N:14]=[C:13]2[CH2:15][CH2:16][CH2:17][C:12]2=[C:11]([C:28]2[CH:29]=[C:30]([OH:34])[CH:31]=[N:32][CH:33]=2)[CH:10]=1, predict the reactants needed to synthesize it. (2) Given the product [CH:29]1([CH2:32][C:33]([NH:2][CH2:3][C@@H:4]2[O:8][C:7](=[O:9])[N:6]([C:10]3[CH:23]=[CH:22][C:13]4[C:14]5[N:15]([C:24](=[O:28])[CH2:25][CH:41]6[CH2:42][CH2:43]6)[N:16]=[CH:17][C:18]=5[CH2:19][CH2:20][CH2:21][C:12]=4[CH:11]=3)[CH2:5]2)=[O:35])[CH2:30][CH2:31]1, predict the reactants needed to synthesize it. The reactants are: Cl.[NH2:2][CH2:3][C@@H:4]1[O:8][C:7](=[O:9])[N:6]([C:10]2[CH:23]=[CH:22][C:13]3[C:14]4[NH:15][N:16]=[CH:17][C:18]=4[CH2:19][CH2:20][CH2:21][C:12]=3[CH:11]=2)[CH2:5]1.[C:24]([OH:28])(C)(C)[CH3:25].[CH:29]1([CH2:32][C:33]([OH:35])=O)[CH2:31][CH2:30]1.CCN=C=N[CH2:41][CH2:42][CH2:43]N(C)C. (3) Given the product [CH2:24]([O:26][C:27](=[O:33])[CH2:28][C:29]1[N:18]=[C:9]([C:10]2[CH:15]=[CH:14][CH:13]=[CH:12][C:11]=2[O:16][CH3:17])[N:8]([C:5]2[CH:4]=[CH:3][C:2]([Cl:1])=[CH:7][CH:6]=2)[CH:30]=1)[CH3:25], predict the reactants needed to synthesize it. The reactants are: [Cl:1][C:2]1[CH:7]=[CH:6][C:5]([NH:8][C:9](=[NH:18])[C:10]2[CH:15]=[CH:14][CH:13]=[CH:12][C:11]=2[O:16][CH3:17])=[CH:4][CH:3]=1.C(=O)([O-])O.[K+].[CH2:24]([O:26][C:27](=[O:33])[CH2:28][C:29](=O)[CH2:30]Br)[CH3:25].C(OCC)(=O)C. (4) Given the product [C:47]([C:3]1[CH:8]=[CH:7][CH:6]=[CH:5][C:4]=1[N:9]1[CH2:10][CH2:11][N:12]([CH2:15][CH2:16][CH2:17][CH2:18][NH:19][C:43]([C:42]2[C:33]([CH3:32])([CH3:46])[S:34][C:35]3[C:40]([CH:41]=2)=[CH:39][CH:38]=[CH:37][CH:36]=3)=[O:45])[CH2:13][CH2:14]1)#[N:48], predict the reactants needed to synthesize it. The reactants are: CO[C:3]1[CH:8]=[CH:7][CH:6]=[CH:5][C:4]=1[N:9]1[CH2:14][CH2:13][N:12]([CH2:15][CH2:16][CH2:17][CH2:18][NH:19]C(C2COC3C(C=2)=CC=CC=3)=O)[CH2:11][CH2:10]1.[CH3:32][C:33]1([CH3:46])[C:42]([C:43]([OH:45])=O)=[CH:41][C:40]2[C:35](=[CH:36][CH:37]=[CH:38][CH:39]=2)[S:34]1.[C:47](C1C=C(N2CCN(CCCCN)CC2)C=CC=1)#[N:48]. (5) Given the product [CH3:52][O:51][C:48]1[CH:49]=[CH:50][C:45]([C:9]([C:6]2[CH:7]=[CH:8][C:3]([O:2][CH3:1])=[CH:4][CH:5]=2)([C:39]2[CH:40]=[CH:41][CH:42]=[CH:43][CH:44]=2)[O:10][CH2:11][CH2:12][CH2:13][N:14]([C:21]2[CH:26]=[CH:25][C:24]([N:27]=[N:28][C:29]3[CH:34]=[CH:33][C:32]([N+:35]([O-:37])=[O:36])=[CH:31][C:30]=3[Cl:38])=[CH:23][CH:22]=2)[CH2:15][CH2:16][CH2:17][C:18]([O:20][C:68]2[C:69]([F:78])=[C:70]([F:77])[C:71]([F:76])=[C:72]([F:75])[C:73]=2[F:74])=[O:19])=[CH:46][CH:47]=1, predict the reactants needed to synthesize it. The reactants are: [CH3:1][O:2][C:3]1[CH:8]=[CH:7][C:6]([C:9]([C:45]2[CH:50]=[CH:49][C:48]([O:51][CH3:52])=[CH:47][CH:46]=2)([C:39]2[CH:44]=[CH:43][CH:42]=[CH:41][CH:40]=2)[O:10][CH2:11][CH2:12][CH2:13][N:14]([C:21]2[CH:26]=[CH:25][C:24]([N:27]=[N:28][C:29]3[CH:34]=[CH:33][C:32]([N+:35]([O-:37])=[O:36])=[CH:31][C:30]=3[Cl:38])=[CH:23][CH:22]=2)[CH2:15][CH2:16][CH2:17][C:18]([OH:20])=[O:19])=[CH:5][CH:4]=1.C(N(CC)CC)C.C(Cl)Cl.FC(F)(F)C(O[C:68]1[C:73]([F:74])=[C:72]([F:75])[C:71]([F:76])=[C:70]([F:77])[C:69]=1[F:78])=O. (6) Given the product [Br:8][C:5]1[N:6]=[CH:7][C:2]([N:12]2[CH2:11][CH2:10][N:9]([C:15]([O:17][C:18]([CH3:21])([CH3:20])[CH3:19])=[O:16])[CH2:14][CH2:13]2)=[N:3][CH:4]=1, predict the reactants needed to synthesize it. The reactants are: Br[C:2]1[CH:7]=[N:6][C:5]([Br:8])=[CH:4][N:3]=1.[N:9]1([C:15]([O:17][C:18]([CH3:21])([CH3:20])[CH3:19])=[O:16])[CH2:14][CH2:13][NH:12][CH2:11][CH2:10]1.C([O-])([O-])=O.[K+].[K+]. (7) Given the product [Br:10][C:11]1[CH:16]=[CH:15][N:14]=[CH:13][C:12]=1[C:18]1[CH:23]=[CH:22][C:21]([N+:24]([O-:26])=[O:25])=[CH:20][CH:19]=1, predict the reactants needed to synthesize it. The reactants are: [Li+].CC([N-]C(C)C)C.Cl.[Br:10][C:11]1[CH:16]=[CH:15][N:14]=[CH:13][CH:12]=1.Br[C:18]1[CH:23]=[CH:22][C:21]([N+:24]([O-:26])=[O:25])=[CH:20][CH:19]=1.